Dataset: Forward reaction prediction with 1.9M reactions from USPTO patents (1976-2016). Task: Predict the product of the given reaction. (1) Given the reactants [H-].[Na+].[C:3]([CH2:5][C:6]([NH2:8])=[O:7])#[N:4].F[C:10]1[CH:15]=[CH:14][CH:13]=[CH:12][C:11]=1[N+:16]([O-:18])=[O:17].Cl, predict the reaction product. The product is: [C:3]([CH:5]([C:10]1[CH:15]=[CH:14][CH:13]=[CH:12][C:11]=1[N+:16]([O-:18])=[O:17])[C:6]([NH2:8])=[O:7])#[N:4]. (2) Given the reactants CN(C)CC[C:5]([NH:7][NH:8][C:9](=[O:25])[C:10]1[CH:15]=[CH:14][N:13]=[CH:12][C:11]=1[NH:16][C:17]1[CH:22]=[CH:21][C:20]([I:23])=[CH:19][C:18]=1[F:24])=O.C1(P(C2C=CC=CC=2)C2C=CC=CC=2)C=CC=CC=1.ClC(Cl)(Cl)C#[N:49].[CH3:52][C:53]([N:55]([CH3:57])[CH3:56])=O, predict the reaction product. The product is: [F:24][C:18]1[CH:19]=[C:20]([I:23])[CH:21]=[CH:22][C:17]=1[NH:16][C:11]1[CH:12]=[N:13][CH:14]=[CH:15][C:10]=1[C:9]1[O:25][C:5]([NH:49][CH2:52][CH2:53][N:55]([CH3:57])[CH3:56])=[N:7][N:8]=1. (3) Given the reactants [F:1][C:2]([F:17])([F:16])[C:3]1[C:11]2[CH2:10]C[CH2:8][CH2:7][C:6]=2[N:5]([CH2:12][C:13]([OH:15])=O)[N:4]=1.CN(C=[O:22])C.[S:23]1[C:27]2C=CC=C[C:26]=2[CH:25]=[C:24]1[C:32](=[NH:34])[NH2:33].Cl.C(N=C=NCCCN(C)C)C.O.ON1C2C=CC=CC=2N=N1, predict the reaction product. The product is: [S:23]1[CH:27]=[CH:26][CH:25]=[C:24]1[C:32]1[N:34]=[C:13]([CH2:12][N:5]2[C:6]3[CH2:7][CH2:8][O:22][CH2:10][C:11]=3[C:3]([C:2]([F:1])([F:16])[F:17])=[N:4]2)[O:15][N:33]=1. (4) Given the reactants [F:1][C:2]([F:12])([C:7]1[CH:11]=[CH:10][NH:9][N:8]=1)[C:3]([F:6])([F:5])[F:4].[OH-].[Na+].[Br:15]Br, predict the reaction product. The product is: [Br:15][C:11]1[C:7]([C:2]([F:1])([F:12])[C:3]([F:6])([F:5])[F:4])=[N:8][NH:9][CH:10]=1. (5) The product is: [NH2:1][CH2:2][C:3]([NH:5][CH2:6][C:7]1[CH:8]=[C:9]([CH:49]=[CH:50][CH:51]=1)[CH2:10][N:11]1[C:16]([CH3:17])=[CH:15][C:14]([O:18][CH2:19][C:20]2[CH:46]=[CH:45][CH:44]=[CH:43][C:21]=2[CH2:22][NH:23][C:24]([NH:26][C:27]2[N:31]([C:32]3[CH:37]=[CH:36][CH:35]=[C:34]([O:38][CH2:59][CH2:60][OH:64])[CH:33]=3)[N:30]=[C:29]([C:39]([CH3:42])([CH3:41])[CH3:40])[CH:28]=2)=[O:25])=[C:13]([Cl:47])[C:12]1=[O:48])=[O:4]. Given the reactants [NH2:1][CH2:2][C:3]([NH:5][CH2:6][C:7]1[CH:8]=[C:9]([CH:49]=[CH:50][CH:51]=1)[CH2:10][N:11]1[C:16]([CH3:17])=[CH:15][C:14]([O:18][CH2:19][C:20]2[CH:46]=[CH:45][CH:44]=[CH:43][C:21]=2[CH2:22][NH:23][C:24]([NH:26][C:27]2[N:31]([C:32]3[CH:37]=[CH:36][CH:35]=[C:34]([OH:38])[CH:33]=3)[N:30]=[C:29]([C:39]([CH3:42])([CH3:41])[CH3:40])[CH:28]=2)=[O:25])=[C:13]([Cl:47])[C:12]1=[O:48])=[O:4].NC1N(C2[CH:59]=[C:60]([OH:64])C=CC=2)N=C(C(C)(C)C)C=1.C(C1C=C(N)N(C2C=CC=C(OCCOC3CCCCO3)C=2)N=1)(C)(C)C, predict the reaction product.